Task: Predict the reaction yield, written as a fraction of the theoretical maximum amount of product (1.0 means a 100% yield; for example, 0.34 means a 34% yield).. Dataset: Reaction yield outcomes from USPTO patents with 853,638 reactions (1) The reactants are [CH3:1][O:2][C:3]1[CH:4]=[CH:5][C:6]([NH2:11])=[C:7]([NH:9][CH3:10])[CH:8]=1.CO[C:14]([CH2:16][O:17][C:18]1[CH:31]=[CH:30][C:21]([CH2:22][CH:23]2[S:27][C:26](=[O:28])[NH:25][C:24]2=[O:29])=[CH:20][CH:19]=1)=O.Cl. The yield is 0.350. The product is [CH3:1][O:2][C:3]1[CH:4]=[CH:5][C:6]2[N:11]=[C:14]([CH2:16][O:17][C:18]3[CH:19]=[CH:20][C:21]([CH2:22][CH:23]4[S:27][C:26](=[O:28])[NH:25][C:24]4=[O:29])=[CH:30][CH:31]=3)[N:9]([CH3:10])[C:7]=2[CH:8]=1. The catalyst is O1CCOCC1. (2) The reactants are [Cl:1][C:2]1[C:3]([C:18]#[N:19])=[CH:4][C:5]2[N:6]([C:8]([S:14](Cl)(=[O:16])=[O:15])=[C:9]([CH:11]([CH3:13])[CH3:12])[N:10]=2)[CH:7]=1.Cl.[F:21][C:22]1([F:26])[CH2:25][NH:24][CH2:23]1.C(N(CC)CC)C.C(=O)([O-])O.[Na+]. The catalyst is C(#N)C. The product is [Cl:1][C:2]1[C:3]([C:18]#[N:19])=[CH:4][C:5]2[N:6]([C:8]([S:14]([N:24]3[CH2:25][C:22]([F:26])([F:21])[CH2:23]3)(=[O:16])=[O:15])=[C:9]([CH:11]([CH3:13])[CH3:12])[N:10]=2)[CH:7]=1. The yield is 0.930. (3) The reactants are [NH2:1][C:2]1[C:3]([CH3:23])=[C:4]([C:19]([O:21][CH3:22])=[O:20])[CH:5]=[C:6]([C:8]2[CH:13]=[CH:12][CH:11]=[C:10]([S:14]([CH2:17][CH3:18])(=[O:16])=[O:15])[CH:9]=2)[CH:7]=1.Br[C:25]1[C:30]([Br:31])=[CH:29][C:28]([CH3:32])=[CH:27][N:26]=1.C(=O)([O-])[O-].[K+].[K+].C1(P(C2C=CC=CC=2)C2C3OC4C(=CC=CC=4P(C4C=CC=CC=4)C4C=CC=CC=4)C(C)(C)C=3C=CC=2)C=CC=CC=1. The catalyst is C([O-])(=O)C.[Pd+2].C([O-])(=O)C.BrC1C(Br)=CC(C)=CN=1.COCCOC. The product is [Br:31][C:30]1[C:25]([NH:1][C:2]2[C:3]([CH3:23])=[C:4]([C:19]([O:21][CH3:22])=[O:20])[CH:5]=[C:6]([C:8]3[CH:13]=[CH:12][CH:11]=[C:10]([S:14]([CH2:17][CH3:18])(=[O:16])=[O:15])[CH:9]=3)[CH:7]=2)=[N:26][CH:27]=[C:28]([CH3:32])[CH:29]=1. The yield is 0.840. (4) The reactants are [N:1]1[CH:6]=[CH:5][C:4]([N:7]2[CH2:16][CH2:15][C:10]3(OCC[O:11]3)[CH2:9][CH2:8]2)=[CH:3][CH:2]=1.[OH-].[Na+]. The catalyst is Cl. The product is [N:1]1[CH:6]=[CH:5][C:4]([N:7]2[CH2:16][CH2:15][C:10](=[O:11])[CH2:9][CH2:8]2)=[CH:3][CH:2]=1. The yield is 0.800. (5) The reactants are Br[C:2]1[C:6]2[C:7]([NH2:11])=[N:8][CH:9]=[CH:10][C:5]=2[O:4][CH:3]=1.[CH3:12][O:13][C:14]1[CH:19]=[C:18](B2OC(C)(C)C(C)(C)O2)[CH:17]=[CH:16][C:15]=1[NH:29][C:30](=[O:36])[O:31][C:32]([CH3:35])([CH3:34])[CH3:33].C(=O)([O-])[O-].[Na+].[Na+]. The catalyst is COCCOC.O. The product is [NH2:11][C:7]1[C:6]2[C:2]([C:18]3[CH:17]=[CH:16][C:15]([NH:29][C:30](=[O:36])[O:31][C:32]([CH3:33])([CH3:34])[CH3:35])=[C:14]([O:13][CH3:12])[CH:19]=3)=[CH:3][O:4][C:5]=2[CH:10]=[CH:9][N:8]=1. The yield is 0.850. (6) The reactants are [NH2:1][C:2]1[CH:3]=[C:4]([CH:9]=[CH:10][C:11]=1O)C(OC)=O.C([C:15]1[CH:24]=CC(C(OC)=O)=CC=1)=O.C(C1C(=O)C(Cl)=C(Cl)C(=O)C=1C#N)#[N:26].[C:39]([O-:42])(O)=[O:40].[Na+]. The catalyst is CO. The product is [CH2:24]([O:42][C:39](=[O:40])[C:4]1[CH:9]=[CH:10][C:11]([NH2:26])=[C:2]([NH2:1])[CH:3]=1)[CH3:15]. The yield is 0.860. (7) The reactants are Br[C:2]1[CH:7]=[CH:6][N:5]=[C:4]([C:8]#[N:9])[CH:3]=1.[B:10]1([B:10]2[O:14][C:13]([CH3:16])([CH3:15])[C:12]([CH3:18])([CH3:17])[O:11]2)[O:14][C:13]([CH3:16])([CH3:15])[C:12]([CH3:18])([CH3:17])[O:11]1.C([O-])(=O)C.[K+]. The catalyst is O1CCOCC1.C1C=CC(P(C2C=CC=CC=2)[C-]2C=CC=C2)=CC=1.C1C=CC(P(C2C=CC=CC=2)[C-]2C=CC=C2)=CC=1.Cl[Pd]Cl.[Fe+2]. The product is [CH3:17][C:12]1([CH3:18])[C:13]([CH3:16])([CH3:15])[O:14][B:10]([C:2]2[CH:7]=[CH:6][N:5]=[C:4]([C:8]#[N:9])[CH:3]=2)[O:11]1. The yield is 0.0920. (8) The reactants are [Br:1][C:2]1[CH:7]=[CH:6][C:5]([C@@H:8]([N:10]2[CH2:15][CH2:14][C@@:13]([C:20]3[CH:25]=[CH:24][C:23]([F:26])=[CH:22][CH:21]=3)([CH2:16][C:17](=[O:19])[CH3:18])[O:12][C:11]2=[O:27])[CH3:9])=[CH:4][CH:3]=1.[CH3:28][Mg]Br. The product is [Br:1][C:2]1[CH:7]=[CH:6][C:5]([C@@H:8]([N:10]2[CH2:15][CH2:14][C@@:13]([C:20]3[CH:21]=[CH:22][C:23]([F:26])=[CH:24][CH:25]=3)([CH2:16][C:17]([OH:19])([CH3:28])[CH3:18])[O:12][C:11]2=[O:27])[CH3:9])=[CH:4][CH:3]=1. The yield is 0.460. The catalyst is C1COCC1. (9) The reactants are CS(C)=O.[CH3:5][C:6]1[CH:22]=[CH:21][C:9]([CH2:10][C:11]2[S:12][C:13](/[CH:16]=[CH:17]/[N+:18]([O-:20])=[O:19])=[CH:14][CH:15]=2)=[CH:8][CH:7]=1.C(O)(=O)C.[BH4-].[Na+]. The catalyst is O. The product is [CH3:5][C:6]1[CH:7]=[CH:8][C:9]([CH2:10][C:11]2[S:12][C:13]([CH2:16][CH2:17][N+:18]([O-:20])=[O:19])=[CH:14][CH:15]=2)=[CH:21][CH:22]=1. The yield is 0.434.